Dataset: Catalyst prediction with 721,799 reactions and 888 catalyst types from USPTO. Task: Predict which catalyst facilitates the given reaction. Reactant: [CH3:1][C:2]1([CH3:23])[CH2:11][CH2:10][C:9]([CH3:13])([CH3:12])[C:8]2[CH:7]=[C:6]([CH:14]([CH2:18][CH2:19][CH2:20][CH2:21][CH3:22])[C:15]([OH:17])=[O:16])[CH:5]=[CH:4][C:3]1=2.[CH2:24]([O:31][C:32](=[O:40])[C:33]1[CH:38]=[CH:37][C:36](O)=[CH:35][CH:34]=1)[C:25]1[CH:30]=[CH:29][CH:28]=[CH:27][CH:26]=1.C1(N=C=NC2CCCCC2)CCCCC1. Product: [CH2:24]([O:31][C:32](=[O:40])[C:33]1[CH:38]=[CH:37][C:36]([O:16][C:15](=[O:17])[CH:14]([C:6]2[CH:5]=[CH:4][C:3]3[C:2]([CH3:23])([CH3:1])[CH2:11][CH2:10][C:9]([CH3:12])([CH3:13])[C:8]=3[CH:7]=2)[CH2:18][CH2:19][CH2:20][CH2:21][CH3:22])=[CH:35][CH:34]=1)[C:25]1[CH:26]=[CH:27][CH:28]=[CH:29][CH:30]=1. The catalyst class is: 2.